Dataset: Reaction yield outcomes from USPTO patents with 853,638 reactions. Task: Predict the reaction yield, written as a fraction of the theoretical maximum amount of product (1.0 means a 100% yield; for example, 0.34 means a 34% yield). (1) The reactants are Br[C:2]1[CH:3]=[C:4]2[C:8](=[CH:9][CH:10]=1)[CH2:7][C:6]([CH3:12])([CH3:11])[CH2:5]2.C([Li])CCC.[N:18]([C:27]([O:29][C:30]([CH3:33])([CH3:32])[CH3:31])=[O:28])=[N:19][C:20]([O:22][C:23]([CH3:26])([CH3:25])[CH3:24])=[O:21]. The catalyst is O1CCCC1. The product is [CH3:11][C:6]1([CH3:12])[CH:5]=[C:4]2[C:8]([CH:9]=[CH:10][C:2]([N:18]([C:27]([O:29][C:30]([CH3:33])([CH3:32])[CH3:31])=[O:28])[NH:19][C:20]([O:22][C:23]([CH3:24])([CH3:25])[CH3:26])=[O:21])=[CH:3]2)=[CH:7]1. The yield is 0.668. (2) The reactants are C([Mg]Cl)(C)C.[S:6]1[CH:10]=[CH:9][N:8]=[CH:7]1.[C:11]1([C:24]2[CH:29]=[CH:28][CH:27]=[CH:26][CH:25]=2)[CH:16]=[CH:15][C:14]([CH2:17][C:18](N(OC)C)=[O:19])=[CH:13][CH:12]=1. The catalyst is O1CCCC1. The product is [C:11]1([C:24]2[CH:25]=[CH:26][CH:27]=[CH:28][CH:29]=2)[CH:12]=[CH:13][C:14]([CH2:17][C:18]([C:7]2[S:6][CH:10]=[CH:9][N:8]=2)=[O:19])=[CH:15][CH:16]=1. The yield is 0.600.